From a dataset of Forward reaction prediction with 1.9M reactions from USPTO patents (1976-2016). Predict the product of the given reaction. (1) The product is: [ClH:1].[Cl:1][C:2]1[CH:3]=[C:4]([CH:7]=[CH:8][C:9]=1[Cl:10])[CH2:5][CH2:11][NH2:12]. Given the reactants [Cl:1][C:2]1[CH:3]=[C:4]([CH:7]=[CH:8][C:9]=1[Cl:10])[CH:5]=O.[CH3:11][NH2:12].[BH4-].[Na+], predict the reaction product. (2) The product is: [N:17]1[CH:22]=[CH:21][CH:20]=[CH:19][C:18]=1[CH:23]=[CH:24][C:25]1[CH:26]=[C:27]([NH:31][C:2]2[CH:7]=[CH:6][C:5]([N:8]3[CH:12]=[C:11]([CH2:13][CH2:14][CH2:15][OH:16])[N:10]=[N:9]3)=[CH:4][CH:3]=2)[CH:28]=[CH:29][CH:30]=1. Given the reactants Br[C:2]1[CH:7]=[CH:6][C:5]([N:8]2[CH:12]=[C:11]([CH2:13][CH2:14][CH2:15][OH:16])[N:10]=[N:9]2)=[CH:4][CH:3]=1.[N:17]1[CH:22]=[CH:21][CH:20]=[CH:19][C:18]=1/[CH:23]=[CH:24]/[C:25]1[CH:26]=[C:27]([NH2:31])[CH:28]=[CH:29][CH:30]=1.CC(C1C=C(C(C)C)C(C2C=CC=CC=2P(C2CCCCC2)C2CCCCC2)=C(C(C)C)C=1)C.C([O-])([O-])=O.[K+].[K+], predict the reaction product. (3) Given the reactants [F:1][C:2]1[CH:29]=[CH:28][CH:27]=[C:26]([F:30])[C:3]=1[C:4]([NH:6][C:7]([N:9]([C:11]1[CH:16]=[CH:15][C:14]([S:17][C:18]([F:23])([F:22])[CH:19]([F:21])[F:20])=[C:13]([CH3:24])[C:12]=1[CH3:25])[CH3:10])=[O:8])=[O:5].[H-].[Na+].[CH3:33]I.[Cl-].[NH4+], predict the reaction product. The product is: [F:1][C:2]1[CH:29]=[CH:28][CH:27]=[C:26]([F:30])[C:3]=1[C:4]([N:6]([CH3:33])[C:7]([N:9]([C:11]1[CH:16]=[CH:15][C:14]([S:17][C:18]([F:23])([F:22])[CH:19]([F:21])[F:20])=[C:13]([CH3:24])[C:12]=1[CH3:25])[CH3:10])=[O:8])=[O:5]. (4) Given the reactants [H-].[Na+].[CH:3]1([CH2:9][OH:10])[CH2:8][CH2:7][CH2:6][CH2:5][CH2:4]1.Cl[C:12]1[C:13]2[N:14]([C:18]([C:22]([NH:24][CH2:25][C:26]3[CH:31]=[CH:30][C:29]([F:32])=[C:28]([F:33])[CH:27]=3)=[O:23])=[C:19]([CH3:21])[N:20]=2)[CH:15]=[CH:16][N:17]=1.O, predict the reaction product. The product is: [CH:3]1([CH2:9][O:10][C:12]2[C:13]3[N:14]([C:18]([C:22]([NH:24][CH2:25][C:26]4[CH:31]=[CH:30][C:29]([F:32])=[C:28]([F:33])[CH:27]=4)=[O:23])=[C:19]([CH3:21])[N:20]=3)[CH:15]=[CH:16][N:17]=2)[CH2:8][CH2:7][CH2:6][CH2:5][CH2:4]1. (5) Given the reactants [CH3:1][N:2]1[CH2:10][C:9]2[C:4](=[CH:5][CH:6]=[CH:7][C:8]=2[N+:11]([O-])=O)[C:3]1=[O:14], predict the reaction product. The product is: [NH2:11][C:8]1[CH:7]=[CH:6][CH:5]=[C:4]2[C:9]=1[CH2:10][N:2]([CH3:1])[C:3]2=[O:14].